Dataset: Full USPTO retrosynthesis dataset with 1.9M reactions from patents (1976-2016). Task: Predict the reactants needed to synthesize the given product. (1) Given the product [F:1][C:2]1[CH:7]=[CH:6][C:5]([C:8]2[CH:13]=[CH:12][C:11]([S:14]([CH3:17])(=[O:16])=[O:15])=[CH:10][C:9]=2[C:18]([N:20]2[CH2:25][CH2:24][N:23]([C:26]3[CH:27]=[CH:28][C:29]([CH:32]([O:34][CH3:35])[CH3:33])=[CH:30][N:31]=3)[CH2:22][CH2:21]2)=[O:19])=[CH:4][CH:3]=1, predict the reactants needed to synthesize it. The reactants are: [F:1][C:2]1[CH:7]=[CH:6][C:5]([C:8]2[CH:13]=[CH:12][C:11]([S:14]([CH3:17])(=[O:16])=[O:15])=[CH:10][C:9]=2[C:18]([N:20]2[CH2:25][CH2:24][N:23]([C:26]3[N:31]=[CH:30][C:29]([CH:32]([OH:34])[CH3:33])=[CH:28][CH:27]=3)[CH2:22][CH2:21]2)=[O:19])=[CH:4][CH:3]=1.[CH3:35]C1C=CC(S(O)(=O)=O)=CC=1.CO.O1CCOCC1. (2) Given the product [CH3:29][O:30][C:31]([C@@H:33]1[CH2:37][C:36](=[O:38])[N:35]([C:39]2[CH:44]=[CH:43][C:42]([O:7][CH2:6][C:5]3[CH:8]=[CH:9][C:2]([F:1])=[CH:3][CH:4]=3)=[CH:41][CH:40]=2)[CH2:34]1)=[O:32], predict the reactants needed to synthesize it. The reactants are: [F:1][C:2]1[CH:9]=[CH:8][C:5]([CH2:6][OH:7])=[CH:4][CH:3]=1.C1(P(C2C=CC=CC=2)C2C=CC=CC=2)C=CC=CC=1.[CH3:29][O:30][C:31]([C@@H:33]1[CH2:37][C:36](=[O:38])[N:35]([C:39]2[CH:44]=[CH:43][C:42](O)=[CH:41][CH:40]=2)[CH2:34]1)=[O:32].N(C(OC(C)C)=O)=NC(OC(C)C)=O. (3) Given the product [CH3:22][O:21][C:15]1[CH:14]=[C:13]([NH:12][C:4]2[N:3]=[C:2]([C:27]3[CH:28]=[CH:29][CH:30]=[C:31]4[C:26]=3[CH:25]=[N:24][NH:23]4)[N:7]=[C:6]3[N:8]([CH3:11])[N:9]=[CH:10][C:5]=23)[CH:18]=[CH:17][C:16]=1[O:19][CH3:20], predict the reactants needed to synthesize it. The reactants are: Cl[C:2]1[N:7]=[C:6]2[N:8]([CH3:11])[N:9]=[CH:10][C:5]2=[C:4]([NH:12][C:13]2[CH:18]=[CH:17][C:16]([O:19][CH3:20])=[C:15]([O:21][CH3:22])[CH:14]=2)[N:3]=1.[NH:23]1[C:31]2[C:26](=[CH:27][CH:28]=[CH:29][CH:30]=2)[C:25](B2OC(C)(C)C(C)(C)O2)=[N:24]1.